This data is from Full USPTO retrosynthesis dataset with 1.9M reactions from patents (1976-2016). The task is: Predict the reactants needed to synthesize the given product. Given the product [NH2:9][C:7]1[CH:6]=[CH:5][C:4]([N:12]2[CH2:17][CH2:16][N:15]([C:18]([O:20][C:21]([CH3:22])([CH3:24])[CH3:23])=[O:19])[CH2:14][CH2:13]2)=[C:3]([CH2:2][OH:1])[CH:8]=1, predict the reactants needed to synthesize it. The reactants are: [OH:1][CH2:2][C:3]1[CH:8]=[C:7]([N+:9]([O-])=O)[CH:6]=[CH:5][C:4]=1[N:12]1[CH2:17][CH2:16][N:15]([C:18]([O:20][C:21]([CH3:24])([CH3:23])[CH3:22])=[O:19])[CH2:14][CH2:13]1.[H][H].